This data is from NCI-60 drug combinations with 297,098 pairs across 59 cell lines. The task is: Regression. Given two drug SMILES strings and cell line genomic features, predict the synergy score measuring deviation from expected non-interaction effect. (1) Drug 1: CS(=O)(=O)OCCCCOS(=O)(=O)C. Drug 2: COC1=C2C(=CC3=C1OC=C3)C=CC(=O)O2. Cell line: K-562. Synergy scores: CSS=20.9, Synergy_ZIP=-0.715, Synergy_Bliss=4.19, Synergy_Loewe=6.26, Synergy_HSA=6.48. (2) Drug 1: CC1CCC2CC(C(=CC=CC=CC(CC(C(=O)C(C(C(=CC(C(=O)CC(OC(=O)C3CCCCN3C(=O)C(=O)C1(O2)O)C(C)CC4CCC(C(C4)OC)O)C)C)O)OC)C)C)C)OC. Drug 2: CC1CCCC2(C(O2)CC(NC(=O)CC(C(C(=O)C(C1O)C)(C)C)O)C(=CC3=CSC(=N3)C)C)C. Cell line: NCI-H522. Synergy scores: CSS=53.4, Synergy_ZIP=-0.870, Synergy_Bliss=-3.02, Synergy_Loewe=-8.55, Synergy_HSA=-1.04.